From a dataset of Forward reaction prediction with 1.9M reactions from USPTO patents (1976-2016). Predict the product of the given reaction. (1) Given the reactants O[CH:2]1[C:6]([CH3:8])([CH3:7])[S:5][C:4](=[O:9])[N:3]1[CH2:10][C:11]1[CH:16]=[CH:15][CH:14]=[CH:13][C:12]=1[N+:17]([O-:19])=[O:18].C([SiH](CC)CC)C.FC(F)(F)C(O)=O, predict the reaction product. The product is: [CH3:7][C:6]1([CH3:8])[S:5][C:4](=[O:9])[N:3]([CH2:10][C:11]2[CH:16]=[CH:15][CH:14]=[CH:13][C:12]=2[N+:17]([O-:19])=[O:18])[CH2:2]1. (2) Given the reactants [CH3:1][NH:2][C:3]([C@H:5]1[CH2:10][CH2:9][CH2:8][N:7]([CH2:11][C:12]2[S:20][C:19]3[C:18]([N:21]4[CH2:26][CH2:25][O:24][CH2:23][CH2:22]4)=[N:17][C:16](Cl)=[N:15][C:14]=3[CH:13]=2)[CH2:6]1)=[O:4].C[NH:29][C:30]([C@H:32]1[CH2:37][CH2:36][CH2:35][NH:34][CH2:33]1)=O.Cl.N1CCC[C@@H](C(O)=O)[CH2:40]1, predict the reaction product. The product is: [CH3:1][NH:2][C:3]([C@H:5]1[CH2:10][CH2:9][CH2:8][N:7]([CH2:11][C:12]2[S:20][C:19]3[C:18]([N:21]4[CH2:26][CH2:25][O:24][CH2:23][CH2:22]4)=[N:17][C:16]([C:37]4[CH:36]=[CH:35][CH:40]=[C:30]5[C:32]=4[CH:33]=[N:34][NH:29]5)=[N:15][C:14]=3[CH:13]=2)[CH2:6]1)=[O:4]. (3) Given the reactants Br[CH2:2][C:3]([CH:5]1[CH2:8][CH2:7][CH2:6]1)=O.C(O)(=O)C.[CH:13]([NH2:15])=[NH:14], predict the reaction product. The product is: [CH:5]1([C:3]2[N:14]=[CH:13][NH:15][CH:2]=2)[CH2:8][CH2:7][CH2:6]1. (4) Given the reactants Cl[C:2]1[CH:3]=[C:4]([N:8]2[CH2:13][CH2:12][N:11]([C:14]([C:16]3[N:17]([C:22]4[CH:27]=[CH:26][CH:25]=[CH:24][CH:23]=4)[N:18]=[C:19]([CH3:21])[CH:20]=3)=[O:15])[CH2:10][CH2:9]2)[CH:5]=[CH:6][CH:7]=1.Cl.N1(C2C=C([CH2:41][OH:42])C=CC=2)CCNCC1.OC1C(C)=C(N2CCN(C(C3N(C4C=CC=CC=4)N=C(C)C=3)=O)CC2)C=CC=1, predict the reaction product. The product is: [OH:42][CH2:41][C:2]1[CH:3]=[C:4]([N:8]2[CH2:9][CH2:10][N:11]([C:14]([C:16]3[N:17]([C:22]4[CH:23]=[CH:24][CH:25]=[CH:26][CH:27]=4)[N:18]=[C:19]([CH3:21])[CH:20]=3)=[O:15])[CH2:12][CH2:13]2)[CH:5]=[CH:6][CH:7]=1.